From a dataset of Forward reaction prediction with 1.9M reactions from USPTO patents (1976-2016). Predict the product of the given reaction. (1) Given the reactants [CH3:1][O:2][C:3]1[CH:4]=[CH:5][C:6]2[C:12](=[O:13])[CH2:11][CH2:10][CH2:9][CH2:8][C:7]=2[CH:14]=1.Br[C:16]1[CH:21]=[CH:20][CH:19]=[C:18]([S:22]([CH3:25])(=[O:24])=[O:23])[CH:17]=1.CC(C)([O-])C.[Na+].O, predict the reaction product. The product is: [S:22]([C:18]1[CH:17]=[C:16]([CH:11]2[CH2:10][CH2:9][CH2:8][C:7]3[CH:14]=[C:3]([O:2][CH3:1])[CH:4]=[CH:5][C:6]=3[C:12]2=[O:13])[CH:21]=[CH:20][CH:19]=1)([CH3:25])(=[O:24])=[O:23]. (2) Given the reactants Cl[C:2]1[C:7]([C:8]([O:10][CH2:11][CH3:12])=[O:9])=[CH:6][N:5]=[C:4]([C:13]([F:16])([F:15])[F:14])[N:3]=1.C(N(C(C)C)CC)(C)C, predict the reaction product. The product is: [F:16][C:13]([F:14])([F:15])[C:4]1[N:3]=[CH:2][C:7]([C:8]([O:10][CH2:11][CH3:12])=[O:9])=[CH:6][N:5]=1.